From a dataset of Full USPTO retrosynthesis dataset with 1.9M reactions from patents (1976-2016). Predict the reactants needed to synthesize the given product. (1) Given the product [CH2:14]([O:13][C:11]([C:10]1[CH:9]=[N:8][N:7]2[C:2]([NH:24][C:23]3[CH:25]=[CH:26][C:27]([CH3:28])=[C:21]([F:20])[CH:22]=3)=[C:3]([C:16]([O:18][CH3:19])=[O:17])[CH:4]=[N:5][C:6]=12)=[O:12])[CH3:15], predict the reactants needed to synthesize it. The reactants are: Cl[C:2]1[N:7]2[N:8]=[CH:9][C:10]([C:11]([O:13][CH2:14][CH3:15])=[O:12])=[C:6]2[N:5]=[CH:4][C:3]=1[C:16]([O:18][CH3:19])=[O:17].[F:20][C:21]1[CH:22]=[C:23]([CH:25]=[CH:26][C:27]=1[CH3:28])[NH2:24]. (2) Given the product [Cl:24][C:25]1[CH:33]=[C:32]([C:34]#[C:35][CH2:36][O:37][CH2:38][CH2:39][O:40][CH3:41])[C:28]2[O:29][CH2:30][O:31][C:27]=2[C:26]=1[NH:42][C:2]1[C:11]2[C:6](=[CH:7][C:8]([O:14][CH2:15][CH2:16][CH2:17][N:18]3[CH2:23][CH2:22][O:21][CH2:20][CH2:19]3)=[C:9]([O:12][CH3:13])[CH:10]=2)[N:5]=[CH:4][N:3]=1, predict the reactants needed to synthesize it. The reactants are: Cl[C:2]1[C:11]2[C:6](=[CH:7][C:8]([O:14][CH2:15][CH2:16][CH2:17][N:18]3[CH2:23][CH2:22][O:21][CH2:20][CH2:19]3)=[C:9]([O:12][CH3:13])[CH:10]=2)[N:5]=[CH:4][N:3]=1.[Cl:24][C:25]1[CH:33]=[C:32]([C:34]#[C:35][CH2:36][O:37][CH2:38][CH2:39][O:40][CH3:41])[C:28]2[O:29][CH2:30][O:31][C:27]=2[C:26]=1[NH2:42].C[Si]([N-][Si](C)(C)C)(C)C.[Na+]. (3) Given the product [CH3:20][S:21]([O:18][CH2:17][CH2:16][C@H:15]1[C:10]2[CH:9]=[CH:8][C:7]([N:1]3[CH2:2][CH2:3][S:4][CH2:5][CH2:6]3)=[CH:19][C:11]=2[CH2:12][CH2:13][O:14]1)(=[O:23])=[O:22], predict the reactants needed to synthesize it. The reactants are: [N:1]1([C:7]2[CH:8]=[CH:9][C:10]3[C@H:15]([CH2:16][CH2:17][OH:18])[O:14][CH2:13][CH2:12][C:11]=3[CH:19]=2)[CH2:6][CH2:5][S:4][CH2:3][CH2:2]1.[CH3:20][S:21](Cl)(=[O:23])=[O:22].CS(OCC[C@H]1C2C=CC(C(N)=O)=CC=2CCO1)(=O)=O. (4) Given the product [F:18][C:15]([F:16])([F:17])[C:14]([NH:2][C:3]12[CH2:7][C:5]([OH:8])([CH2:6]1)[CH2:4]2)=[O:19], predict the reactants needed to synthesize it. The reactants are: C[NH:2][C:3]12[CH2:7][C:5]([OH:8])([CH2:6]1)[CH2:4]2.[F:16][C:15]([F:18])([F:17])[C:14](O[C:14](=[O:19])[C:15]([F:18])([F:17])[F:16])=[O:19]. (5) Given the product [CH2:22]([C:20]1[CH:19]=[CH:18][N:17]=[C:16]([C:2]#[C:1][C:3]2[C:4]([C:9]3[CH:14]=[CH:13][CH:12]=[CH:11][CH:10]=3)=[N:5][O:6][C:7]=2[CH3:8])[CH:21]=1)[CH3:23], predict the reactants needed to synthesize it. The reactants are: [C:1]([C:3]1[C:4]([C:9]2[CH:14]=[CH:13][CH:12]=[CH:11][CH:10]=2)=[N:5][O:6][C:7]=1[CH3:8])#[CH:2].Br[C:16]1[CH:21]=[C:20]([CH2:22][CH3:23])[CH:19]=[CH:18][N:17]=1. (6) Given the product [F:15][C:9]1[CH:10]=[C:11]([CH3:14])[CH:12]=[CH:13][C:8]=1[C:6]1[CH:7]=[C:2]([N:20]2[CH2:25][CH2:24][O:23][CH2:22][CH2:21]2)[CH:3]=[C:4]([C:16]([OH:18])=[O:17])[CH:5]=1, predict the reactants needed to synthesize it. The reactants are: Br[C:2]1[CH:3]=[C:4]([C:16]([O:18]C)=[O:17])[CH:5]=[C:6]([C:8]2[CH:13]=[CH:12][C:11]([CH3:14])=[CH:10][C:9]=2[F:15])[CH:7]=1.[NH:20]1[CH2:25][CH2:24][O:23][CH2:22][CH2:21]1.C(=O)([O-])[O-].[Cs+].[Cs+].C1(P(C2CCCCC2)C2C=CC=CC=2C2C(C(C)C)=CC(C(C)C)=CC=2C(C)C)CCCCC1.[OH-].[Na+]. (7) Given the product [Cl:36][CH2:32][C:29]1[N:28]=[CH:27][C:26]([S:23]([NH:22][C:13]2[C:12]([NH:11][C:5]3[CH:4]=[C:3]([O:2][CH3:1])[CH:8]=[C:7]([O:9][CH3:10])[CH:6]=3)=[N:21][C:20]3[C:15](=[CH:16][CH:17]=[CH:18][CH:19]=3)[N:14]=2)(=[O:25])=[O:24])=[CH:31][CH:30]=1, predict the reactants needed to synthesize it. The reactants are: [CH3:1][O:2][C:3]1[CH:4]=[C:5]([NH:11][C:12]2[C:13]([NH:22][S:23]([C:26]3[CH:27]=[N:28][C:29]([CH2:32]O)=[CH:30][CH:31]=3)(=[O:25])=[O:24])=[N:14][C:15]3[C:20]([N:21]=2)=[CH:19][CH:18]=[CH:17][CH:16]=3)[CH:6]=[C:7]([O:9][CH3:10])[CH:8]=1.S(Cl)([Cl:36])=O.O.C([O-])(O)=O.[Na+]. (8) The reactants are: [CH3:1][O:2][C:3]1[CH:8]=[CH:7][C:6]([Si:9]([CH3:12])([CH3:11])[CH3:10])=[CH:5][C:4]=1[NH2:13].[NH2:14][C:15]1[C:24]2[C:19](=[CH:20][CH:21]=[CH:22][CH:23]=2)[C:18]([C:25]2[CH:26]=[CH:27][C:28]([CH2:31][N:32]3[CH2:37][CH2:36][O:35][CH2:34][CH2:33]3)=[N:29][CH:30]=2)=[CH:17][CH:16]=1.C(C1C=CC(OC)=C(N[C:49](NC2C3C(=CC=CC=3)C(OC3C=CN=C(C#N)N=3)=CC=2)=[O:50])C=1)(C)(C)C. Given the product [CH3:1][O:2][C:3]1[CH:8]=[CH:7][C:6]([Si:9]([CH3:12])([CH3:11])[CH3:10])=[CH:5][C:4]=1[NH:13][C:49]([NH:14][C:15]1[C:24]2[C:19](=[CH:20][CH:21]=[CH:22][CH:23]=2)[C:18]([C:25]2[CH:30]=[N:29][C:28]([CH2:31][N:32]3[CH2:33][CH2:34][O:35][CH2:36][CH2:37]3)=[CH:27][CH:26]=2)=[CH:17][CH:16]=1)=[O:50], predict the reactants needed to synthesize it. (9) Given the product [CH3:23][C:6]([OH:24])([CH3:5])[CH2:7][NH:8][C:9]1[C:18]2[C:17](=[CH:16][CH:15]=[CH:14][CH:13]=2)[N:1]2[N:2]=[N:3][N:12]=[C:11]2[C:10]=1[N+:20]([O-:22])=[O:21], predict the reactants needed to synthesize it. The reactants are: [N-:1]=[N+:2]=[N-:3].[Na+].[CH3:5][C:6]([OH:24])([CH3:23])[CH2:7][NH:8][C:9]1[C:18]2[C:13](=[CH:14][CH:15]=[CH:16][CH:17]=2)[N:12]=[C:11](Cl)[C:10]=1[N+:20]([O-:22])=[O:21].CN(C)C=O.CC(C)=O. (10) Given the product [NH2:18][CH2:19][C:20]([NH:22][C@H:23]([C:45]([NH2:47])=[O:46])[CH2:24][S:25][C:26]([C:27]1[CH:32]=[CH:31][CH:30]=[CH:29][CH:28]=1)([C:33]1[CH:34]=[CH:35][CH:36]=[CH:37][CH:38]=1)[C:39]1[CH:44]=[CH:43][CH:42]=[CH:41][CH:40]=1)=[O:21], predict the reactants needed to synthesize it. The reactants are: C1C2C(COC([NH:18][CH2:19][C:20]([NH:22][C@H:23]([C:45]([NH2:47])=[O:46])[CH2:24][S:25][C:26]([C:39]3[CH:44]=[CH:43][CH:42]=[CH:41][CH:40]=3)([C:33]3[CH:38]=[CH:37][CH:36]=[CH:35][CH:34]=3)[C:27]3[CH:32]=[CH:31][CH:30]=[CH:29][CH:28]=3)=[O:21])=O)C3C(=CC=CC=3)C=2C=CC=1.CCN(C(C)C)C(C)C.